From a dataset of Forward reaction prediction with 1.9M reactions from USPTO patents (1976-2016). Predict the product of the given reaction. (1) Given the reactants [Br:1][C:2]1[CH:3]=[C:4]2[C:8](=[CH:9][CH:10]=1)[NH:7][N:6]=[C:5]2[C:11](OC)=[O:12].[H-].C([Al+]CC(C)C)C(C)C.C1(C)C=CC=CC=1.S([O-])([O-])(=O)=O.[Na+].[Na+], predict the reaction product. The product is: [Br:1][C:2]1[CH:3]=[C:4]2[C:8](=[CH:9][CH:10]=1)[NH:7][N:6]=[C:5]2[CH2:11][OH:12]. (2) Given the reactants [CH3:1][C:2]([C:4]1[CH:9]=[CH:8][CH:7]=[CH:6][CH:5]=1)=[CH2:3].[CH2:10]=[CH:11][C:12]1[CH:17]=[CH:16][CH:15]=[CH:14][CH:13]=1, predict the reaction product. The product is: [CH3:3][C:2]([C:4]1[CH:9]=[CH:8][CH:7]=[CH:6][CH:5]=1)=[CH2:1].[CH2:10]=[CH:11][C:12]1[CH:17]=[CH:16][CH:15]=[CH:14][CH:13]=1. (3) Given the reactants [Cl:1][C:2]1[CH:3]=[C:4]([CH:7]=[C:8]([Cl:10])[N:9]=1)[CH:5]=[O:6].[CH:11]([O-])([O-])[O:12]C.[C:16]1(C)C=CC(S(O)(=O)=O)=CC=1, predict the reaction product. The product is: [Cl:1][C:2]1[CH:3]=[C:4]([CH:5]([O:12][CH3:11])[O:6][CH3:16])[CH:7]=[C:8]([Cl:10])[N:9]=1.